Dataset: Forward reaction prediction with 1.9M reactions from USPTO patents (1976-2016). Task: Predict the product of the given reaction. (1) Given the reactants [NH2:1][C:2]12[CH2:11][C:6]3([CH3:12])[CH2:7][CH:8]([CH2:10][C:4]([CH3:13])([CH2:5]3)[CH2:3]1)[CH2:9]2.[ClH:14], predict the reaction product. The product is: [CH3:13][C:4]12[CH2:3][C:2]3([NH2:1])[CH2:9][CH:8]([CH2:7][C:6]([CH3:12])([CH2:11]3)[CH2:5]1)[CH2:10]2.[ClH:14]. (2) Given the reactants [C:1]([C:5]1[CH:10]=[CH:9][C:8]([S:11]([N:14]([CH2:22][C:23](O)=[O:24])[C:15]2[CH:20]=[CH:19][C:18]([CH3:21])=[CH:17][CH:16]=2)(=[O:13])=[O:12])=[CH:7][CH:6]=1)([CH3:4])([CH3:3])[CH3:2].[CH2:26]([N:28]([C:30]1[CH:35]=[CH:34][CH:33]=[C:32]([CH2:36][NH:37][CH2:38][CH3:39])[N:31]=1)[CH3:29])[CH3:27], predict the reaction product. The product is: [C:1]([C:5]1[CH:10]=[CH:9][C:8]([S:11]([N:14]([C:15]2[CH:16]=[CH:17][C:18]([CH3:21])=[CH:19][CH:20]=2)[CH2:22][C:23]([N:37]([CH2:38][CH3:39])[CH2:36][C:32]2[CH:33]=[CH:34][CH:35]=[C:30]([N:28]([CH2:26][CH3:27])[CH3:29])[N:31]=2)=[O:24])(=[O:13])=[O:12])=[CH:7][CH:6]=1)([CH3:4])([CH3:3])[CH3:2]. (3) Given the reactants [C:1]([O:6][CH3:7])(=[O:5])[C:2]([CH3:4])=[CH2:3].[CH2:8](OCCCO)[C:9]1[CH:14]=[CH:13][CH:12]=[CH:11][CH:10]=1.[CH2:20](OC1C=CC(O)=CC=1)[C:21]1C=CC=CC=1, predict the reaction product. The product is: [C:1]([O:6][CH2:7][CH2:20][CH2:21][CH2:8][C:9]1[CH:10]=[CH:11][CH:12]=[CH:13][CH:14]=1)(=[O:5])[C:2]([CH3:4])=[CH2:3]. (4) Given the reactants [N:1]1([C:6]([O:8][CH2:9][C@H:10]2[CH2:14][C@@H:13]([NH:15][S:16]([C:19]3[CH:24]=[C:23]([Br:25])[CH:22]=[CH:21][C:20]=3[Br:26])(=[O:18])=[O:17])[CH2:12][N:11]2[C:27]([O:29][C:30]([CH3:33])([CH3:32])[CH3:31])=[O:28])=[O:7])[CH:5]=[CH:4]N=[CH:2]1.[CH2:34](NCC)C, predict the reaction product. The product is: [Br:26][C:20]1[CH:21]=[CH:22][C:23]([Br:25])=[CH:24][C:19]=1[S:16]([NH:15][C@H:13]1[CH2:12][N:11]([C:27]([O:29][C:30]([CH3:32])([CH3:31])[CH3:33])=[O:28])[C@@H:10]([CH2:9][O:8][C:6]([N:1]([CH2:5][CH3:4])[CH2:2][CH3:34])=[O:7])[CH2:14]1)(=[O:18])=[O:17].